Task: Predict which catalyst facilitates the given reaction.. Dataset: Catalyst prediction with 721,799 reactions and 888 catalyst types from USPTO Reactant: O[CH2:2][C:3]1[CH:8]=[CH:7][N:6]([CH3:9])[C:5](=[O:10])[CH:4]=1.[Br-:11].[Br-].C1(P(C2C=CC=CC=2)C2C=CC=CC=2)C=CC=CC=1. Product: [Br:11][CH2:2][C:3]1[CH:8]=[CH:7][N:6]([CH3:9])[C:5](=[O:10])[CH:4]=1. The catalyst class is: 2.